This data is from Catalyst prediction with 721,799 reactions and 888 catalyst types from USPTO. The task is: Predict which catalyst facilitates the given reaction. Reactant: Cl.O1CCOCC1.[CH3:8][N:9]([CH3:25])[C:10](=[S:24])[S:11][C:12]1[CH:17]=[CH:16][CH:15]=[C:14]([O:18][CH3:19])[C:13]=1[O:20]COC. Product: [CH3:25][N:9]([CH3:8])[C:10](=[S:24])[S:11][C:12]1[CH:17]=[CH:16][CH:15]=[C:14]([O:18][CH3:19])[C:13]=1[OH:20]. The catalyst class is: 5.